Task: Regression/Classification. Given a drug SMILES string, predict its absorption, distribution, metabolism, or excretion properties. Task type varies by dataset: regression for continuous measurements (e.g., permeability, clearance, half-life) or binary classification for categorical outcomes (e.g., BBB penetration, CYP inhibition). Dataset: bbb_martins.. Dataset: Blood-brain barrier penetration binary classification data from Martins et al. The molecule is NNC(=O)CP(=O)(c1ccccc1)c1ccccc1. The result is 1 (penetrates BBB).